Dataset: Forward reaction prediction with 1.9M reactions from USPTO patents (1976-2016). Task: Predict the product of the given reaction. (1) Given the reactants CB1N2CCC[C@H]2C(C2C=CC=CC=2)(C2C=CC=CC=2)O1.C1(C)C=CC=CC=1.[F:29][C:30]([F:71])([F:70])[C:31]1[CH:32]=[C:33]([NH:41][C:42](=[O:69])[N:43]([CH:59]2[CH2:64][CH2:63][CH:62]([C:65]([CH3:68])([CH3:67])[CH3:66])[CH2:61][CH2:60]2)[CH2:44][C:45]2[CH:50]=[CH:49][C:48]([C:51](=[O:58])[CH2:52][C:53]3[N:54]=[N:55][NH:56][N:57]=3)=[CH:47][CH:46]=2)[CH:34]=[C:35]([C:37]([F:40])([F:39])[F:38])[CH:36]=1, predict the reaction product. The product is: [F:71][C:30]([F:29])([F:70])[C:31]1[CH:32]=[C:33]([NH:41][C:42](=[O:69])[N:43]([CH:59]2[CH2:60][CH2:61][CH:62]([C:65]([CH3:66])([CH3:67])[CH3:68])[CH2:63][CH2:64]2)[CH2:44][C:45]2[CH:46]=[CH:47][C:48]([CH:51]([OH:58])[CH2:52][C:53]3[N:54]=[N:55][NH:56][N:57]=3)=[CH:49][CH:50]=2)[CH:34]=[C:35]([C:37]([F:38])([F:39])[F:40])[CH:36]=1. (2) The product is: [Cl:24][C:25]1[CH:26]=[CH:27][C:28]([CH2:31][O:32][C:33]2[CH:38]=[CH:37][N:36]([C:2]3[CH:3]=[CH:4][C:5]4[C:6]5[CH2:16][N:15]([C:17]([O:19][C:20]([CH3:23])([CH3:22])[CH3:21])=[O:18])[CH2:14][CH2:13][CH2:12][C:7]=5[N:8]([CH3:11])[C:9]=4[CH:10]=3)[C:35](=[O:39])[CH:34]=2)=[N:29][CH:30]=1. Given the reactants Br[C:2]1[CH:3]=[CH:4][C:5]2[C:6]3[CH2:16][N:15]([C:17]([O:19][C:20]([CH3:23])([CH3:22])[CH3:21])=[O:18])[CH2:14][CH2:13][CH2:12][C:7]=3[N:8]([CH3:11])[C:9]=2[CH:10]=1.[Cl:24][C:25]1[CH:26]=[CH:27][C:28]([CH2:31][O:32][C:33]2[CH:38]=[CH:37][NH:36][C:35](=[O:39])[CH:34]=2)=[N:29][CH:30]=1, predict the reaction product. (3) The product is: [F:1][C:2]([F:7])([F:6])[C:3]([OH:5])=[O:4].[C:8]([N:10]=[C:11]([N:20]1[CH:21]([CH:36]([CH3:37])[CH3:38])[CH2:22][CH2:39][N:23]([C:26]2[CH:35]=[N:34][C:33]3[C:28](=[CH:29][CH:30]=[CH:31][CH:32]=3)[N:27]=2)[CH2:24][CH2:25]1)[NH:12][C:13]1[CH:18]=[CH:17][CH:16]=[CH:15][C:14]=1[CH3:19])#[N:9]. Given the reactants [F:1][C:2]([F:7])([F:6])[C:3]([OH:5])=[O:4].[C:8]([N:10]=[C:11]([N:20]1[CH2:25][CH2:24][N:23]([C:26]2[CH:35]=[N:34][C:33]3[C:28](=[CH:29][CH:30]=[CH:31][CH:32]=3)[N:27]=2)[CH2:22][CH:21]1[CH:36]([CH3:38])[CH3:37])[NH:12][C:13]1[CH:18]=[CH:17][CH:16]=[CH:15][C:14]=1[CH3:19])#[N:9].[CH:39](C1CCN(C2C=NC3C(=CC=CC=3)N=2)CCN1)(C)C, predict the reaction product. (4) Given the reactants C([N:5]1[C:10](=[O:11])[C:9]([Cl:12])=[C:8]([O:13][CH2:14][C:15]2[CH:20]=[CH:19][C:18]([CH2:21][CH2:22][CH2:23][CH2:24][OH:25])=[CH:17][CH:16]=2)[CH:7]=[N:6]1)(C)(C)C.[C:26]1([CH3:36])[CH:31]=[CH:30][C:29]([S:32](Cl)(=[O:34])=[O:33])=[CH:28][CH:27]=1.C(N([CH:43]([CH3:45])[CH3:44])CC)(C)C.Cl[CH2:47]Cl, predict the reaction product. The product is: [C:43]([CH:14]([O:13][C:8]1[CH:7]=[N:6][NH:5][C:10](=[O:11])[C:9]=1[Cl:12])[C:15]1[CH:16]=[CH:17][C:18]([CH2:21][CH2:22][CH2:23][CH2:24][O:25][S:32]([C:29]2[CH:30]=[CH:31][C:26]([CH3:36])=[CH:27][CH:28]=2)(=[O:34])=[O:33])=[CH:19][CH:20]=1)([CH3:45])([CH3:47])[CH3:44]. (5) Given the reactants Br[C:2]1(Br)[C:10]2[C:5](=[N:6][C:7]([Cl:11])=[CH:8][CH:9]=2)[NH:4][C:3]1=[O:12].[OH2:14], predict the reaction product. The product is: [Cl:11][C:7]1[N:6]=[C:5]2[NH:4][C:3](=[O:12])[C:2](=[O:14])[C:10]2=[CH:9][CH:8]=1. (6) Given the reactants [F-].[Cs+].O1CCOCC1.Br[C:10]1[CH:15]=[C:14]([F:16])[C:13]([F:17])=[C:12]([F:18])[CH:11]=1.[CH:19](/B(O)O)=[CH:20]\[CH3:21], predict the reaction product. The product is: [F:16][C:14]1[CH:15]=[C:10](/[CH:19]=[CH:20]/[CH3:21])[CH:11]=[C:12]([F:18])[C:13]=1[F:17].